This data is from Catalyst prediction with 721,799 reactions and 888 catalyst types from USPTO. The task is: Predict which catalyst facilitates the given reaction. (1) Reactant: Br[C:2]1[S:6][C:5]([CH3:7])=[N:4][C:3]=1[CH3:8].[C:9]1([CH3:18])[CH:14]=[CH:13][C:12]([CH2:15][CH2:16][NH2:17])=[CH:11][CH:10]=1.C(=O)([O-])[O-].[K+].[K+]. Product: [CH3:7][C:5]1[S:6][C:2]([NH:17][CH2:16][CH2:15][C:12]2[CH:13]=[CH:14][C:9]([CH3:18])=[CH:10][CH:11]=2)=[C:3]([CH3:8])[N:4]=1. The catalyst class is: 148. (2) Product: [Cl:24][C:18]1[CH:19]=[C:20]([CH:22]=[CH:23][C:17]=1[O:16][CH:13]1[CH2:14][CH2:15][N:10]([CH2:7][CH3:8])[CH2:11][CH2:12]1)[NH2:21]. Reactant: [H-].[Al+3].[Li+].[H-].[H-].[H-].[C:7]([N:10]1[CH2:15][CH2:14][CH:13]([O:16][C:17]2[CH:23]=[CH:22][C:20]([NH2:21])=[CH:19][C:18]=2[Cl:24])[CH2:12][CH2:11]1)(=O)[CH3:8].O.O.O.O.O.O.O.O.O.O.S([O-])([O-])(=O)=O.[Na+].[Na+]. The catalyst class is: 7. (3) Reactant: [Cl:1][C:2]1[C:3](=[O:33])[N:4]([CH2:21][CH2:22][C:23]2[CH:32]=[CH:31][C:26]([C:27]([O:29]C)=[O:28])=[CH:25][CH:24]=2)[C:5]([CH2:9][N:10]([C:12]2[CH:17]=[CH:16][CH:15]=[C:14]([CH:18]([CH3:20])[CH3:19])[CH:13]=2)[CH3:11])=[C:6]([Cl:8])[CH:7]=1.Cl.C(Cl)(Cl)Cl.O. Product: [Cl:1][C:2]1[C:3](=[O:33])[N:4]([CH2:21][CH2:22][C:23]2[CH:24]=[CH:25][C:26]([C:27]([OH:29])=[O:28])=[CH:31][CH:32]=2)[C:5]([CH2:9][N:10]([C:12]2[CH:17]=[CH:16][CH:15]=[C:14]([CH:18]([CH3:19])[CH3:20])[CH:13]=2)[CH3:11])=[C:6]([Cl:8])[CH:7]=1. The catalyst class is: 12. (4) Product: [Cl:24][C:25]1[N:30]=[C:29]([NH:1][C:2]2[CH:3]=[C:4]([CH2:8][CH2:9][C:10]3[CH:15]=[CH:14][N:13]=[C:12]([NH:16][C:17](=[O:23])[O:18][C:19]([CH3:20])([CH3:22])[CH3:21])[CH:11]=3)[CH:5]=[CH:6][CH:7]=2)[C:28]([F:32])=[CH:27][N:26]=1. Reactant: [NH2:1][C:2]1[CH:3]=[C:4]([CH2:8][CH2:9][C:10]2[CH:15]=[CH:14][N:13]=[C:12]([NH:16][C:17](=[O:23])[O:18][C:19]([CH3:22])([CH3:21])[CH3:20])[CH:11]=2)[CH:5]=[CH:6][CH:7]=1.[Cl:24][C:25]1[N:30]=[C:29](Cl)[C:28]([F:32])=[CH:27][N:26]=1.C(=O)([O-])[O-].[K+].[K+]. The catalyst class is: 9. (5) Reactant: [Br:1][C:2]1[CH:7]=[CH:6][C:5]([NH:8][CH2:9][C@H:10]([OH:13])[CH2:11][OH:12])=[CH:4][C:3]=1[CH3:14].[C:15](=O)(OCC)[O:16]CC.C[O-].[Na+].[NH4+].[Cl-]. Product: [Br:1][C:2]1[CH:7]=[CH:6][C:5]([N:8]2[CH2:9][C@H:10]([CH2:11][OH:12])[O:13][C:15]2=[O:16])=[CH:4][C:3]=1[CH3:14]. The catalyst class is: 72. (6) Reactant: Cl[C:2]1[N:7]=[C:6]([NH:8][C:9]2(C(OC(C)(C)C)=O)[CH:13]=[C:12]([CH3:14])[N:11]=[N:10]2)[CH:5]=[N:4][CH:3]=1.[Cl:22][C:23]1[CH:28]=NC=C(Cl)N=1.C1(P(C2C=CC=CC=2)C2C3OC4C(=CC=CC=4P(C4C=CC=CC=4)C4C=CC=CC=4)C(C)(C)C=3C=CC=2)C=CC=CC=1.C(=O)([O-])[O-].[K+].[K+].C([N:85]1[C:89]([CH3:90])=[CH:88][C:87](N)=N1)(OC(C)(C)C)=O. Product: [Cl:22][C:23]1[CH:87]=[CH:88][C:89]([NH:90][C:2]2[CH:3]=[N:4][CH:5]=[C:6]([NH:8][C:9]3[CH:13]=[C:12]([CH3:14])[NH:11][N:10]=3)[N:7]=2)=[CH:85][CH:28]=1. The catalyst class is: 160. (7) Reactant: [CH3:1][O:2][C:3](=[O:13])[CH2:4][CH2:5][CH2:6][CH2:7][CH2:8][CH2:9][C:10]([OH:12])=O.[C:14]([NH:21][CH2:22][C:23]1[CH:29]=[CH:28][C:26]([NH2:27])=[CH:25][CH:24]=1)([O:16][C:17]([CH3:20])([CH3:19])[CH3:18])=[O:15]. Product: [C:17]([O:16][C:14]([NH:21][CH2:22][C:23]1[CH:29]=[CH:28][C:26]([NH:27][C:10](=[O:12])[CH2:9][CH2:8][CH2:7][CH2:6][CH2:5][CH2:4][C:3]([O:2][CH3:1])=[O:13])=[CH:25][CH:24]=1)=[O:15])([CH3:20])([CH3:18])[CH3:19]. The catalyst class is: 3.